Dataset: Reaction yield outcomes from USPTO patents with 853,638 reactions. Task: Predict the reaction yield, written as a fraction of the theoretical maximum amount of product (1.0 means a 100% yield; for example, 0.34 means a 34% yield). (1) The reactants are [O:1]1[CH2:6][CH2:5][CH2:4][NH:3][C:2]1=[O:7].[H-].[Na+].Br[CH2:11][C:12]([O:14][CH3:15])=[O:13]. The catalyst is CN(C=O)C. The product is [O:7]=[C:2]1[N:3]([CH2:11][C:12]([O:14][CH3:15])=[O:13])[CH2:4][CH2:5][CH2:6][O:1]1. The yield is 0.200. (2) The reactants are [OH:1][C:2]1[CH:9]=[CH:8][C:5]([C:6]#[N:7])=[CH:4][C:3]=1[O:10][CH3:11].[CH2:12]([O:14][C:15](=[O:31])[CH2:16][C@H:17]1[C:25]2[C:20](=[CH:21][C:22]([O:26][CH2:27][CH2:28][CH2:29]Br)=[CH:23][CH:24]=2)[CH2:19][CH2:18]1)[CH3:13].C([O-])([O-])=O.[Cs+].[Cs+]. The catalyst is CN(C=O)C.O. The product is [C:6]([C:5]1[CH:8]=[CH:9][C:2]([O:1][CH2:29][CH2:28][CH2:27][O:26][C:22]2[CH:21]=[C:20]3[C:25](=[CH:24][CH:23]=2)[C@H:17]([CH2:16][C:15]([O:14][CH2:12][CH3:13])=[O:31])[CH2:18][CH2:19]3)=[C:3]([O:10][CH3:11])[CH:4]=1)#[N:7]. The yield is 0.680. (3) The reactants are [CH2:1]([N:8]1[CH:13]=[CH:12][C:11]([OH:14])=[CH:10][C:9]1=[O:15])[C:2]1[CH:7]=[CH:6][CH:5]=[CH:4][CH:3]=1.C(N(CC)CC)C.[CH3:23][N:24]([C:28]1[CH:33]=[CH:32][CH:31]=[CH:30][CH:29]=1)[C:25](Cl)=[O:26].CO. The catalyst is C(#N)C.ClCCl. The product is [CH3:23][N:24]([C:28]1[CH:33]=[CH:32][CH:31]=[CH:30][CH:29]=1)[C:25](=[O:26])[O:14][C:11]1[CH:12]=[CH:13][N:8]([CH2:1][C:2]2[CH:3]=[CH:4][CH:5]=[CH:6][CH:7]=2)[C:9](=[O:15])[CH:10]=1. The yield is 0.610. (4) The reactants are F[C:2]1[C:7]([C:8]([F:11])([F:10])[F:9])=[CH:6][C:5]([C:12]2[O:13][C:14]3[CH:20]=[CH:19][CH:18]=[CH:17][C:15]=3[N:16]=2)=[CH:4][C:3]=1[N+:21]([O-])=O.N[CH:25]1[CH2:30][CH2:29][O:28][CH2:27]C1.O.[H][H].C(#[N:36])C. The catalyst is [C].[Pd]. The product is [O:28]1[CH2:27][CH2:25][CH2:30][CH:29]1[NH:36][C:2]1[C:7]([C:8]([F:11])([F:10])[F:9])=[CH:6][C:5]([C:12]2[O:13][C:14]3[CH:20]=[CH:19][CH:18]=[CH:17][C:15]=3[N:16]=2)=[CH:4][C:3]=1[NH2:21]. The yield is 0.430.